Task: Regression/Classification. Given a drug SMILES string, predict its toxicity properties. Task type varies by dataset: regression for continuous values (e.g., LD50, hERG inhibition percentage) or binary classification for toxic/non-toxic outcomes (e.g., AMES mutagenicity, cardiotoxicity, hepatotoxicity). Dataset: ld50_zhu.. Dataset: Acute oral toxicity (LD50) regression data from Zhu et al. (1) The drug is O=C1CCCN1CCO. The rat oral LD50 is 0.952, given as -log10 of the dose in mol/kg body weight (higher means more acutely toxic). (2) The drug is CCCC=C(CC)C(=O)O. The rat oral LD50 is 1.40, given as -log10 of the dose in mol/kg body weight (higher means more acutely toxic). (3) The compound is OCC1(CO)CC=CCC1. The rat oral LD50 is 1.91, given as -log10 of the dose in mol/kg body weight (higher means more acutely toxic). (4) The drug is COc1c(Cl)ccc(Cl)c1C(=O)O. The rat oral LD50 is 2.33, given as -log10 of the dose in mol/kg body weight (higher means more acutely toxic). (5) The molecule is Cc1ccc(C)c([N+](=O)[O-])c1. The rat oral LD50 is 1.79, given as -log10 of the dose in mol/kg body weight (higher means more acutely toxic). (6) The compound is O=NN1CN(N=O)CN(N=O)C1. The rat oral LD50 is 3.04, given as -log10 of the dose in mol/kg body weight (higher means more acutely toxic).